From a dataset of Full USPTO retrosynthesis dataset with 1.9M reactions from patents (1976-2016). Predict the reactants needed to synthesize the given product. Given the product [Cl:30][C:28]1[CH:29]=[C:24]([C:18]2([C:20]([F:23])([F:21])[F:22])[O:17][N:16]=[C:15]([C:12]3[CH:13]=[CH:14][C:9]([C:8]([NH:2][OH:3])=[O:33])=[C:10]([CH3:32])[CH:11]=3)[CH2:19]2)[CH:25]=[C:26]([Cl:31])[CH:27]=1, predict the reactants needed to synthesize it. The reactants are: Cl.[NH2:2][OH:3].[OH-].[K+].CO[C:8](=[O:33])[C:9]1[CH:14]=[CH:13][C:12]([C:15]2[CH2:19][C:18]([C:24]3[CH:29]=[C:28]([Cl:30])[CH:27]=[C:26]([Cl:31])[CH:25]=3)([C:20]([F:23])([F:22])[F:21])[O:17][N:16]=2)=[CH:11][C:10]=1[CH3:32].